Dataset: Full USPTO retrosynthesis dataset with 1.9M reactions from patents (1976-2016). Task: Predict the reactants needed to synthesize the given product. (1) Given the product [C:1]([O:5][C:6]([N:8]1[CH2:13][CH2:12][C:11]([C:15]2[O:25][C:21]3=[CH:20][N:19]=[C:18]([Cl:17])[CH:23]=[C:22]3[CH:16]=2)([CH3:14])[CH2:10][CH2:9]1)=[O:7])([CH3:4])([CH3:3])[CH3:2], predict the reactants needed to synthesize it. The reactants are: [C:1]([O:5][C:6]([N:8]1[CH2:13][CH2:12][C:11]([C:15]#[CH:16])([CH3:14])[CH2:10][CH2:9]1)=[O:7])([CH3:4])([CH3:3])[CH3:2].[Cl:17][C:18]1[CH:23]=[C:22](I)[C:21]([OH:25])=[CH:20][N:19]=1. (2) The reactants are: [CH3:1][NH:2][CH3:3].Br[CH2:5][C:6]1[CH:15]=[CH:14][C:9]([C:10]([O:12][CH3:13])=[O:11])=[CH:8][C:7]=1[O:16][CH3:17]. Given the product [CH3:1][N:2]([CH2:5][C:6]1[CH:15]=[CH:14][C:9]([C:10]([O:12][CH3:13])=[O:11])=[CH:8][C:7]=1[O:16][CH3:17])[CH3:3], predict the reactants needed to synthesize it. (3) The reactants are: Cl[C:2]1[N:3]=[CH:4][C:5]2[CH2:11][N:10]([C:12]([C:14]3[CH:15]=[N:16][CH:17]=[CH:18][CH:19]=3)=[O:13])[CH2:9][CH2:8][C:6]=2[N:7]=1.[CH3:20][O:21][C:22]1[CH:23]=[C:24]([CH:26]=[CH:27][C:28]=1[O:29][CH3:30])[NH2:25].CCOC(C)=O. Given the product [CH3:20][O:21][C:22]1[CH:23]=[C:24]([NH:25][C:2]2[N:3]=[CH:4][C:5]3[CH2:11][N:10]([C:12]([C:14]4[CH:15]=[N:16][CH:17]=[CH:18][CH:19]=4)=[O:13])[CH2:9][CH2:8][C:6]=3[N:7]=2)[CH:26]=[CH:27][C:28]=1[O:29][CH3:30], predict the reactants needed to synthesize it.